From a dataset of NCI-60 drug combinations with 297,098 pairs across 59 cell lines. Regression. Given two drug SMILES strings and cell line genomic features, predict the synergy score measuring deviation from expected non-interaction effect. (1) Drug 1: COC1=CC(=CC(=C1O)OC)C2C3C(COC3=O)C(C4=CC5=C(C=C24)OCO5)OC6C(C(C7C(O6)COC(O7)C8=CC=CS8)O)O. Drug 2: CC1C(C(CC(O1)OC2CC(OC(C2O)C)OC3=CC4=CC5=C(C(=O)C(C(C5)C(C(=O)C(C(C)O)O)OC)OC6CC(C(C(O6)C)O)OC7CC(C(C(O7)C)O)OC8CC(C(C(O8)C)O)(C)O)C(=C4C(=C3C)O)O)O)O. Cell line: SK-MEL-2. Synergy scores: CSS=53.3, Synergy_ZIP=7.70, Synergy_Bliss=7.05, Synergy_Loewe=2.60, Synergy_HSA=6.34. (2) Drug 1: CC1=C2C(C(=O)C3(C(CC4C(C3C(C(C2(C)C)(CC1OC(=O)C(C(C5=CC=CC=C5)NC(=O)C6=CC=CC=C6)O)O)OC(=O)C7=CC=CC=C7)(CO4)OC(=O)C)O)C)OC(=O)C. Drug 2: C1=NC(=NC(=O)N1C2C(C(C(O2)CO)O)O)N. Cell line: SF-539. Synergy scores: CSS=20.2, Synergy_ZIP=-14.6, Synergy_Bliss=-22.5, Synergy_Loewe=-20.3, Synergy_HSA=-20.6. (3) Drug 1: C1CC(=O)NC(=O)C1N2C(=O)C3=CC=CC=C3C2=O. Drug 2: C1CNP(=O)(OC1)N(CCCl)CCCl. Cell line: SK-MEL-5. Synergy scores: CSS=-6.51, Synergy_ZIP=1.92, Synergy_Bliss=-0.529, Synergy_Loewe=-4.44, Synergy_HSA=-4.58. (4) Drug 1: CNC(=O)C1=NC=CC(=C1)OC2=CC=C(C=C2)NC(=O)NC3=CC(=C(C=C3)Cl)C(F)(F)F. Drug 2: COC1=C2C(=CC3=C1OC=C3)C=CC(=O)O2. Cell line: SK-MEL-5. Synergy scores: CSS=13.0, Synergy_ZIP=-3.60, Synergy_Bliss=0.865, Synergy_Loewe=5.16, Synergy_HSA=2.60. (5) Drug 1: C1C(C(OC1N2C=C(C(=O)NC2=O)F)CO)O. Drug 2: C1=NC(=NC(=O)N1C2C(C(C(O2)CO)O)O)N. Cell line: UACC-257. Synergy scores: CSS=12.6, Synergy_ZIP=-4.22, Synergy_Bliss=-1.82, Synergy_Loewe=-10.4, Synergy_HSA=-1.08. (6) Drug 1: C1=CC=C(C(=C1)C(C2=CC=C(C=C2)Cl)C(Cl)Cl)Cl. Drug 2: C1CCC(C(C1)N)N.C(=O)(C(=O)[O-])[O-].[Pt+4]. Cell line: UO-31. Synergy scores: CSS=19.2, Synergy_ZIP=-4.18, Synergy_Bliss=1.48, Synergy_Loewe=-7.04, Synergy_HSA=0.966.